This data is from Catalyst prediction with 721,799 reactions and 888 catalyst types from USPTO. The task is: Predict which catalyst facilitates the given reaction. Reactant: [CH2:1]([O:8][C:9]1[CH:14]=[CH:13][C:12]([N:15]2[CH2:20][CH2:19][N:18]([C:21](=[O:33])[CH2:22][NH:23][C:24](=[O:32])[C:25]3[CH:30]=[CH:29][CH:28]=[C:27]([OH:31])[CH:26]=3)[CH2:17][CH2:16]2)=[CH:11][CH:10]=1)[C:2]1[CH:7]=[CH:6][CH:5]=[CH:4][CH:3]=1.C(=O)([O-])[O-].[K+].[K+].[CH3:40][C:41]1[CH:46]=[CH:45][C:44]([S:47]([O:50][CH2:51][CH2:52][O:53][CH2:54][CH2:55][O:56][CH2:57][CH2:58]OS(C2C=CC(C)=CC=2)(=O)=O)(=[O:49])=[O:48])=[CH:43][CH:42]=1. Product: [CH2:1]([O:8][C:9]1[CH:10]=[CH:11][C:12]([N:15]2[CH2:20][CH2:19][N:18]([C:21](=[O:33])[CH2:22][NH:23][C:24]([C:25]3[CH:26]=[C:27]([CH:28]=[CH:29][CH:30]=3)[O:31][CH2:58][CH2:57][O:56][CH2:55][CH2:54][O:53][CH2:52][CH2:51][O:50][S:47]([C:44]3[CH:43]=[CH:42][C:41]([CH3:40])=[CH:46][CH:45]=3)(=[O:49])=[O:48])=[O:32])[CH2:17][CH2:16]2)=[CH:13][CH:14]=1)[C:2]1[CH:7]=[CH:6][CH:5]=[CH:4][CH:3]=1. The catalyst class is: 3.